This data is from Reaction yield outcomes from USPTO patents with 853,638 reactions. The task is: Predict the reaction yield, written as a fraction of the theoretical maximum amount of product (1.0 means a 100% yield; for example, 0.34 means a 34% yield). (1) The catalyst is C1COCC1.CC(OC)(C)C.C([O-])(=O)C.[Pd+2].C([O-])(=O)C.C1(P(C2C=CC=CC=2)C2C=CC=CC=2)C=CC=CC=1. The reactants are [Cl:1][C:2]1[N:7]=[C:6]([Cl:8])[CH:5]=[C:4](Cl)[N:3]=1.[C:10]1(B(O)O)[CH:15]=[CH:14][CH:13]=[CH:12][CH:11]=1.C(=O)([O-])[O-].[Na+].[Na+]. The product is [Cl:1][C:2]1[N:7]=[C:6]([Cl:8])[CH:5]=[C:4]([C:10]2[CH:15]=[CH:14][CH:13]=[CH:12][CH:11]=2)[N:3]=1. The yield is 0.450. (2) The reactants are [NH2:1][C:2]1[CH:6]=[CH:5][S:4][C:3]=1[C:7]([O:9]C)=O.Cl.[C:12]([C:14]([O:16][CH2:17][CH3:18])=[O:15])#[N:13]. The catalyst is C(O)(=O)C. The product is [O:9]=[C:7]1[NH:13][C:12]([C:14]([O:16][CH2:17][CH3:18])=[O:15])=[N:1][C:2]2[CH:6]=[CH:5][S:4][C:3]1=2. The yield is 0.630. (3) The reactants are Br[CH2:2][C:3](=O)/[C:4](=[N:23]/[O:24][CH3:25])/[C:5]([NH:7][CH:8]1[C:21](=[O:22])[N:10]2[C:11]([C:18]([OH:20])=[O:19])=[C:12]([CH2:15][O:16][CH3:17])[CH2:13][S:14][C@H:9]12)=[O:6].C([O-])(=O)C.[Na+].[NH2:32][C:33]([NH2:35])=[S:34]. The catalyst is O. The product is [CH3:17][O:16][CH2:15][C:12]1[CH2:13][S:14][C@@H:9]2[C@H:8]([NH:7][C:5](/[C:4](/[C:3]3[N:32]=[C:33]([NH2:35])[S:34][CH:2]=3)=[N:23]\[O:24][CH3:25])=[O:6])[C:21](=[O:22])[N:10]2[C:11]=1[C:18]([OH:20])=[O:19]. The yield is 0.990. (4) The reactants are [CH3:1][NH2:2].[C:3]([C:5]1[CH:10]=[CH:9][C:8]([N:11]2[C:18](=[O:19])[C:14]3([CH2:17][CH2:16][CH2:15]3)[N:13]([C:20]3[CH:25]=[CH:24][C:23]([CH2:26]OS(C)(=O)=O)=[CH:22][CH:21]=3)[C:12]2=[S:32])=[CH:7][C:6]=1[C:33]([F:36])([F:35])[F:34])#[N:4]. The catalyst is C1COCC1. The product is [CH3:1][NH:2][CH2:26][C:23]1[CH:22]=[CH:21][C:20]([N:13]2[C:12](=[S:32])[N:11]([C:8]3[CH:9]=[CH:10][C:5]([C:3]#[N:4])=[C:6]([C:33]([F:36])([F:34])[F:35])[CH:7]=3)[C:18](=[O:19])[C:14]32[CH2:17][CH2:16][CH2:15]3)=[CH:25][CH:24]=1. The yield is 0.820.